Dataset: Forward reaction prediction with 1.9M reactions from USPTO patents (1976-2016). Task: Predict the product of the given reaction. (1) The product is: [Br:1][C:2]1[CH:10]=[CH:9][C:8]([F:11])=[CH:7][C:3]=1[C:4]1[O:5][N:24]=[C:21]([CH3:22])[N:23]=1. Given the reactants [Br:1][C:2]1[CH:10]=[CH:9][C:8]([F:11])=[CH:7][C:3]=1[C:4](Cl)=[O:5].CCN(C(C)C)C(C)C.[C:21](=[N:24]O)([NH2:23])[CH3:22], predict the reaction product. (2) Given the reactants [F:1][C:2]1[CH:3]=[C:4]2[C:8](=[CH:9][CH:10]=1)[CH2:7][N:6]([N:11]([CH3:45])[C:12](=[O:44])[CH2:13][N:14]([C:31]1[CH:36]=[CH:35][C:34]([C:37]3[N:41]=[C:40]([CH3:42])[O:39][N:38]=3)=[CH:33][C:32]=1[CH3:43])[CH2:15][C:16]([NH:18][CH2:19][CH2:20][N:21](C(OC(C)(C)C)=O)[CH2:22][CH3:23])=[O:17])[CH2:5]2.[ClH:46].O1CCOCC1.Cl.C(OCC)(=O)C, predict the reaction product. The product is: [ClH:46].[ClH:46].[F:1][C:2]1[CH:3]=[C:4]2[C:8](=[CH:9][CH:10]=1)[CH2:7][N:6]([N:11]([CH3:45])[C:12](=[O:44])[CH2:13][N:14]([C:31]1[CH:36]=[CH:35][C:34]([C:37]3[N:41]=[C:40]([CH3:42])[O:39][N:38]=3)=[CH:33][C:32]=1[CH3:43])[CH2:15][C:16]([NH:18][CH2:19][CH2:20][NH:21][CH2:22][CH3:23])=[O:17])[CH2:5]2. (3) Given the reactants [Cl:1][C:2]1[CH:3]=[CH:4][C:5]([O:25][CH2:26][C:27]2[CH:32]=CC=C[CH:28]=2)=[C:6]([CH2:8][C:9]2[O:10][CH:11]=[C:12]([C:14]3[NH:18][C:17]4[CH:19]=[CH:20][C:21]([CH2:23][OH:24])=[CH:22][C:16]=4[N:15]=3)[N:13]=2)[CH:7]=1.ClC1C=CC(OCC(C)C)=C(CC2OC=C(C3NC4C=CC(C(OC)=O)=CC=4N=3)N=2)C=1, predict the reaction product. The product is: [Cl:1][C:2]1[CH:3]=[CH:4][C:5]([O:25][CH2:26][CH:27]([CH3:32])[CH3:28])=[C:6]([CH2:8][C:9]2[O:10][CH:11]=[C:12]([C:14]3[NH:18][C:17]4[CH:19]=[CH:20][C:21]([CH2:23][OH:24])=[CH:22][C:16]=4[N:15]=3)[N:13]=2)[CH:7]=1. (4) Given the reactants [CH3:1][O:2][C:3]1[CH:8]=[CH:7][C:6]([CH2:9]Cl)=[CH:5][CH:4]=1.[Br:11][C:12]1[N:16]=[C:15]([Br:17])[NH:14][N:13]=1.C(N(CC)CC)C, predict the reaction product. The product is: [Br:11][C:12]1[N:16]=[C:15]([Br:17])[N:14]([CH2:9][C:6]2[CH:7]=[CH:8][C:3]([O:2][CH3:1])=[CH:4][CH:5]=2)[N:13]=1. (5) Given the reactants [Cl:1][C:2]1[CH:3]=[C:4]([CH2:9]O)[C:5]([CH3:8])=[N:6][CH:7]=1.C1(P([N:25]=[N+:26]=[N-:27])(C2C=CC=CC=2)=O)C=CC=CC=1.N12CCCN=C1CCCCC2, predict the reaction product. The product is: [N:25]([CH2:9][C:4]1[C:5]([CH3:8])=[N:6][CH:7]=[C:2]([Cl:1])[CH:3]=1)=[N+:26]=[N-:27]. (6) Given the reactants [OH:1][CH2:2][C:3]1[O:7][N:6]=[C:5]([C:8](=[O:10])[CH3:9])[CH:4]=1.[C:11](=O)([O-])[O-].[Cs+].[Cs+].CI, predict the reaction product. The product is: [CH3:11][O:1][CH2:2][C:3]1[O:7][N:6]=[C:5]([C:8](=[O:10])[CH3:9])[CH:4]=1. (7) The product is: [F:32][C@@H:33]1[CH2:37][CH2:36][N:35]([C:8](/[N:9]=[C:10]2\[S:11][C:12]([CH3:29])=[CH:13][N:14]\2[C:15]2[CH:28]=[CH:27][C:18]3[O:19][C:20]([F:26])([F:25])[C:21]([F:23])([F:24])[O:22][C:17]=3[CH:16]=2)=[O:30])[CH2:34]1. Given the reactants [I-].C[N+]1C=CN([C:8](=[O:30])/[N:9]=[C:10]2\[S:11][C:12]([CH3:29])=[CH:13][N:14]\2[C:15]2[CH:28]=[CH:27][C:18]3[O:19][C:20]([F:26])([F:25])[C:21]([F:24])([F:23])[O:22][C:17]=3[CH:16]=2)C=1.Cl.[F:32][C@@H:33]1[CH2:37][CH2:36][NH:35][CH2:34]1.CCN(C(C)C)C(C)C, predict the reaction product. (8) Given the reactants [OH:1][C:2]1[C:3]([CH3:18])=[C:4]2[C:9](=[C:10]([CH3:13])[C:11]=1[CH3:12])[O:8][C:7]([C:15](=[O:17])[CH3:16])([CH3:14])[CH2:6][CH2:5]2.[Br:19]Br, predict the reaction product. The product is: [Br:19][CH2:16][C:15]([C:7]1([CH3:14])[CH2:6][CH2:5][C:4]2[C:9](=[C:10]([CH3:13])[C:11]([CH3:12])=[C:2]([OH:1])[C:3]=2[CH3:18])[O:8]1)=[O:17]. (9) Given the reactants [CH:1]1([C:4]2[CH:5]=[C:6]([N:13]3[C:17](=[O:18])[NH:16][N:15]=[N:14]3)[CH:7]=[C:8]([N+:10]([O-:12])=[O:11])[CH:9]=2)[CH2:3][CH2:2]1.[CH3:19]N(C=O)C.C([O-])([O-])=O.[K+].[K+].IC, predict the reaction product. The product is: [CH:1]1([C:4]2[CH:5]=[C:6]([N:13]3[C:17](=[O:18])[N:16]([CH3:19])[N:15]=[N:14]3)[CH:7]=[C:8]([N+:10]([O-:12])=[O:11])[CH:9]=2)[CH2:3][CH2:2]1.